Task: Regression. Given two drug SMILES strings and cell line genomic features, predict the synergy score measuring deviation from expected non-interaction effect.. Dataset: NCI-60 drug combinations with 297,098 pairs across 59 cell lines (1) Drug 1: C1CC(C1)(C(=O)O)C(=O)O.[NH2-].[NH2-].[Pt+2]. Drug 2: CN(C(=O)NC(C=O)C(C(C(CO)O)O)O)N=O. Cell line: K-562. Synergy scores: CSS=7.75, Synergy_ZIP=-3.84, Synergy_Bliss=-1.06, Synergy_Loewe=-2.17, Synergy_HSA=0.726. (2) Drug 1: C(CC(=O)O)C(=O)CN.Cl. Drug 2: C(CN)CNCCSP(=O)(O)O. Cell line: HS 578T. Synergy scores: CSS=11.6, Synergy_ZIP=-2.11, Synergy_Bliss=2.04, Synergy_Loewe=-7.10, Synergy_HSA=-2.59. (3) Drug 1: CN(C)C1=NC(=NC(=N1)N(C)C)N(C)C. Drug 2: CCC1(CC2CC(C3=C(CCN(C2)C1)C4=CC=CC=C4N3)(C5=C(C=C6C(=C5)C78CCN9C7C(C=CC9)(C(C(C8N6C=O)(C(=O)OC)O)OC(=O)C)CC)OC)C(=O)OC)O.OS(=O)(=O)O. Cell line: NCI-H460. Synergy scores: CSS=9.13, Synergy_ZIP=11.4, Synergy_Bliss=10.4, Synergy_Loewe=-0.433, Synergy_HSA=1.67.